From a dataset of Full USPTO retrosynthesis dataset with 1.9M reactions from patents (1976-2016). Predict the reactants needed to synthesize the given product. (1) The reactants are: [H-].[Na+].CN(C)C=O.[I:8][C:9]1[CH:10]=[N:11][NH:12][CH:13]=1.Br[CH2:15][CH2:16][O:17][CH:18]1[CH2:23][CH2:22][CH2:21][CH2:20][O:19]1. Given the product [I:8][C:9]1[CH:10]=[N:11][N:12]([CH2:15][CH2:16][O:17][CH:18]2[CH2:23][CH2:22][CH2:21][CH2:20][O:19]2)[CH:13]=1, predict the reactants needed to synthesize it. (2) The reactants are: [N:1]1([C:10]([O:12][C:13]([CH3:16])([CH3:15])[CH3:14])=[O:11])[C:9]2[CH:8]=[CH:7][N:6]=[CH:5][C:4]=2[CH:3]=[CH:2]1.COCCO. Given the product [N:1]1([C:10]([O:12][C:13]([CH3:16])([CH3:15])[CH3:14])=[O:11])[CH:9]2[CH:4]([CH2:5][NH:6][CH2:7][CH2:8]2)[CH2:3][CH2:2]1, predict the reactants needed to synthesize it.